This data is from Peptide-MHC class I binding affinity with 185,985 pairs from IEDB/IMGT. The task is: Regression. Given a peptide amino acid sequence and an MHC pseudo amino acid sequence, predict their binding affinity value. This is MHC class I binding data. The peptide sequence is ELKRQLADL. The MHC is HLA-B35:01 with pseudo-sequence HLA-B35:01. The binding affinity (normalized) is 0.0847.